From a dataset of Catalyst prediction with 721,799 reactions and 888 catalyst types from USPTO. Predict which catalyst facilitates the given reaction. (1) The catalyst class is: 191. Reactant: [Br:1][C:2]1[CH:7]=[CH:6][C:5]([C:8]2[N:13]=[C:12]3[O:14][C:15]([C:19](=[O:24])[C:20]([CH3:23])([CH3:22])[CH3:21])=[C:16]([CH:17]=O)[C:11]3=[CH:10][C:9]=2[C:25]2[CH:30]=[CH:29][C:28]([Cl:31])=[CH:27][CH:26]=2)=[C:4]([Cl:32])[CH:3]=1.Cl.[NH2:34][OH:35].C([O-])(=O)C.[K+]. Product: [Br:1][C:2]1[CH:7]=[CH:6][C:5]([C:8]2[N:13]=[C:12]3[O:14][C:15]([C:19](=[O:24])[C:20]([CH3:21])([CH3:23])[CH3:22])=[C:16]([CH:17]=[N:34][OH:35])[C:11]3=[CH:10][C:9]=2[C:25]2[CH:30]=[CH:29][C:28]([Cl:31])=[CH:27][CH:26]=2)=[C:4]([Cl:32])[CH:3]=1. (2) Reactant: [H-].[Na+].[NH2:3][C:4]1[CH:5]=[CH:6][C:7]([F:12])=[C:8]([CH2:10][OH:11])[CH:9]=1.[CH3:13]I.[Cl-].[Na+]. Product: [F:12][C:7]1[CH:6]=[CH:5][C:4]([NH2:3])=[CH:9][C:8]=1[CH2:10][O:11][CH3:13]. The catalyst class is: 469. (3) Reactant: Cl[CH2:2][CH2:3][N:4]([CH2:12][CH2:13]Cl)[C:5]([O:7][C:8]([CH3:11])([CH3:10])[CH3:9])=[O:6].[Cl:15][C:16]1[CH:24]=[CH:23][C:19]([CH2:20][C:21]#[N:22])=[CH:18][CH:17]=1.[H-].[Na+]. Product: [C:5]([N:4]1[CH2:3][CH2:2][C:20]([C:19]2[CH:23]=[CH:24][C:16]([Cl:15])=[CH:17][CH:18]=2)([C:21]#[N:22])[CH2:13][CH2:12]1)([O:7][C:8]([CH3:9])([CH3:10])[CH3:11])=[O:6]. The catalyst class is: 3. (4) Reactant: [Br:1][C:2]1[CH:8]=[CH:7][C:5]([NH2:6])=[CH:4][CH:3]=1.[CH:9]([CH2:11][NH:12][C:13](=[O:19])[O:14][C:15]([CH3:18])([CH3:17])[CH3:16])=O.[BH-](OC(C)=O)(OC(C)=O)OC(C)=O.[Na+].CCOC(C)=O. Product: [Br:1][C:2]1[CH:8]=[CH:7][C:5]([NH:6][CH2:9][CH2:11][NH:12][C:13](=[O:19])[O:14][C:15]([CH3:18])([CH3:17])[CH3:16])=[CH:4][CH:3]=1. The catalyst class is: 26. (5) Reactant: [C:1]([C:3]1[CH:4]=[C:5]([C:13]2[O:17][N:16]=[C:15]([C:18]3[CH:35]=[CH:34][C:21]4[CH2:22][CH2:23][N:24](C(OC(C)(C)C)=O)[CH2:25][CH2:26][C:20]=4[CH:19]=3)[N:14]=2)[CH:6]=[CH:7][C:8]=1[NH:9][CH2:10][CH2:11][CH3:12])#[N:2].FC(F)(F)C(O)=O. Product: [CH2:10]([NH:9][C:8]1[CH:7]=[CH:6][C:5]([C:13]2[O:17][N:16]=[C:15]([C:18]3[CH:35]=[CH:34][C:21]4[CH2:22][CH2:23][NH:24][CH2:25][CH2:26][C:20]=4[CH:19]=3)[N:14]=2)=[CH:4][C:3]=1[C:1]#[N:2])[CH2:11][CH3:12]. The catalyst class is: 2. (6) Reactant: C(OC(=O)[NH:10][CH2:11][C@H:12]1[CH2:17][CH2:16][C@H:15]([C:18](=[O:27])[NH:19][CH2:20][C:21]2[CH:26]=[CH:25][N:24]=[CH:23][CH:22]=2)[CH2:14][CH2:13]1)C1C=CC=CC=1.C([O-])=O.[NH4+]. Product: [N:24]1[CH:25]=[CH:26][C:21]([CH2:20][NH:19][C:18]([C@H:15]2[CH2:16][CH2:17][C@H:12]([CH2:11][NH2:10])[CH2:13][CH2:14]2)=[O:27])=[CH:22][CH:23]=1. The catalyst class is: 19.